Dataset: Reaction yield outcomes from USPTO patents with 853,638 reactions. Task: Predict the reaction yield, written as a fraction of the theoretical maximum amount of product (1.0 means a 100% yield; for example, 0.34 means a 34% yield). The reactants are [N+:1]([C:4]1[CH:9]=[CH:8][CH:7]=[CH:6][C:5]=1[CH2:10][C:11](=[O:15])[C:12]([OH:14])=O)([O-:3])=[O:2].CN(C(ON1N=NC2C=CC=NC1=2)=[N+](C)C)C.F[P-](F)(F)(F)(F)F.CCC(NCC)CC1C=CC=CC=1.[NH2:53][C:54]12[C:72](=[O:73])[C:71]3[C:66](=[C:67]([N+:74]([O-:76])=[O:75])[CH:68]=[CH:69][CH:70]=3)[C:55]1([OH:77])[O:56][C:57]1[CH:62]=[C:61]([CH:63]([CH3:65])[CH3:64])[CH:60]=[CH:59][C:58]=12. The catalyst is C(Cl)Cl. The yield is 0.530. The product is [OH:77][C:55]12[C:66]3[C:71](=[CH:70][CH:69]=[CH:68][C:67]=3[N+:74]([O-:76])=[O:75])[C:72](=[O:73])[C:54]1([NH:53][C:12](=[O:14])[C:11](=[O:15])[CH2:10][C:5]1[CH:6]=[CH:7][CH:8]=[CH:9][C:4]=1[N+:1]([O-:3])=[O:2])[C:58]1[CH:59]=[CH:60][C:61]([CH:63]([CH3:65])[CH3:64])=[CH:62][C:57]=1[O:56]2.